Dataset: Catalyst prediction with 721,799 reactions and 888 catalyst types from USPTO. Task: Predict which catalyst facilitates the given reaction. Reactant: [CH3:1][N:2]([C@H:10]1[CH2:13][C@H:12]([O:14][C:15]2[C:16]3[C:30]([C:31]4[CH:32]=[N:33][CH:34]=[CH:35][CH:36]=4)=[CH:29][N:28](COCC[Si](C)(C)C)[C:17]=3[N:18]=[C:19]([NH:21][C:22]3[CH:23]=[N:24][N:25]([CH3:27])[CH:26]=3)[N:20]=2)[CH2:11]1)C(=O)OC(C)(C)C.C(O)(C(F)(F)F)=O.O.C([O-])([O-])=O.[K+].[K+]. Product: [CH3:1][NH:2][C@H:10]1[CH2:13][C@H:12]([O:14][C:15]2[C:16]3[C:30]([C:31]4[CH:32]=[N:33][CH:34]=[CH:35][CH:36]=4)=[CH:29][NH:28][C:17]=3[N:18]=[C:19]([NH:21][C:22]3[CH:23]=[N:24][N:25]([CH3:27])[CH:26]=3)[N:20]=2)[CH2:11]1. The catalyst class is: 61.